From a dataset of Reaction yield outcomes from USPTO patents with 853,638 reactions. Predict the reaction yield, written as a fraction of the theoretical maximum amount of product (1.0 means a 100% yield; for example, 0.34 means a 34% yield). (1) The reactants are Br[C:2]1[CH:3]=[C:4]([NH2:8])[CH:5]=[N:6][CH:7]=1.[O:9]1[CH:13]=[CH:12][C:11](B(O)O)=[CH:10]1.C(#N)C.C(=O)([O-])[O-].[Na+].[Na+]. The catalyst is Cl[Pd](Cl)([P](C1C=CC=CC=1)(C1C=CC=CC=1)C1C=CC=CC=1)[P](C1C=CC=CC=1)(C1C=CC=CC=1)C1C=CC=CC=1.O. The product is [O:9]1[CH:13]=[CH:12][C:11]([C:2]2[CH:3]=[C:4]([NH2:8])[CH:5]=[N:6][CH:7]=2)=[CH:10]1. The yield is 0.620. (2) The reactants are [Cl:1][C:2]1[CH:11]=[CH:10][C:5]([C:6]([O:8][CH3:9])=[O:7])=[CH:4][C:3]=1[CH3:12].[Br:13]N1C(=O)CCC1=O.N(C(C)(C)C#N)=NC(C)(C)C#N. The catalyst is C(Cl)(Cl)(Cl)Cl. The product is [Br:13][CH2:12][C:3]1[CH:4]=[C:5]([CH:10]=[CH:11][C:2]=1[Cl:1])[C:6]([O:8][CH3:9])=[O:7]. The yield is 0.760. (3) The reactants are C([O:8][C:9]1[CH:17]=[C:16]([O:18]CC2C=CC=CC=2)[C:15]([CH:26]([CH3:28])[CH3:27])=[CH:14][C:10]=1[C:11](O)=O)C1C=CC=CC=1.C(Cl)(=O)C(Cl)=O.C[N:36]([CH:38]=[O:39])C.[CH3:40][O:41][C:42]1[CH:47]=[CH:46][C:45]([NH2:48])=[CH:44][C:43]=1[N:49]([CH3:53])[CH2:50][CH2:51][CH3:52].C([N:56](CC)CC)C. The catalyst is ClCCl.C1COCC1.O.C(OCC)(=O)C. The product is [OH:39][C:38]1[N:48]([C:45]2[CH:46]=[CH:47][C:42]([O:41][CH3:40])=[C:43]([N:49]([CH3:53])[CH2:50][CH2:51][CH3:52])[CH:44]=2)[C:11]([C:10]2[CH:14]=[C:15]([CH:26]([CH3:27])[CH3:28])[C:16]([OH:18])=[CH:17][C:9]=2[OH:8])=[N:56][N:36]=1. The yield is 0.930. (4) The reactants are C(OC([NH:8][CH2:9][CH2:10][CH:11]([N:13]1[C:21]2[C:16](=[CH:17][CH:18]=[C:19]([C:22]([O:24][CH2:25][CH3:26])=[O:23])[CH:20]=2)[CH:15]=[C:14]1[C:27](OCC)=[O:28])[CH3:12])=O)(C)(C)C.C(O)(C(F)(F)F)=O.C(N(CC)CC)C.C([O-])([O-])=O.[K+].[K+]. The catalyst is C(Cl)Cl.C(O)C. The product is [CH3:12][CH:11]1[N:13]2[C:21]3[CH:20]=[C:19]([C:22]([O:24][CH2:25][CH3:26])=[O:23])[CH:18]=[CH:17][C:16]=3[CH:15]=[C:14]2[C:27](=[O:28])[NH:8][CH2:9][CH2:10]1. The yield is 0.590.